Dataset: Reaction yield outcomes from USPTO patents with 853,638 reactions. Task: Predict the reaction yield, written as a fraction of the theoretical maximum amount of product (1.0 means a 100% yield; for example, 0.34 means a 34% yield). (1) The reactants are Br[C:2]1[CH:7]=[CH:6][CH:5]=[C:4]([Cl:8])[CH:3]=1.[Li]CCCC.CCCCCC.CON(C)[C:23]([C@@H:25]1[O:30][CH2:29][CH2:28][N:27]([C:31]([O:33][C:34]([CH3:37])([CH3:36])[CH3:35])=[O:32])[CH2:26]1)=[O:24]. The catalyst is C1COCC1. The product is [Cl:8][C:4]1[CH:3]=[C:2]([CH:7]=[CH:6][CH:5]=1)[C:23]([C@@H:25]1[O:30][CH2:29][CH2:28][N:27]([C:31]([O:33][C:34]([CH3:37])([CH3:36])[CH3:35])=[O:32])[CH2:26]1)=[O:24]. The yield is 0.930. (2) The reactants are [NH2:1][C:2]1[CH:10]=[CH:9][CH:8]=[C:7]([Cl:11])[C:3]=1[C:4]([OH:6])=O.O=S(Cl)Cl.[F:16][C:17]1[CH:23]=[CH:22][CH:21]=[CH:20][C:18]=1[NH2:19].C(Cl)(Cl)Cl. The catalyst is C1C=CC=CC=1. The product is [NH2:1][C:2]1[CH:10]=[CH:9][CH:8]=[C:7]([Cl:11])[C:3]=1[C:4]([NH:19][C:18]1[CH:20]=[CH:21][CH:22]=[CH:23][C:17]=1[F:16])=[O:6]. The yield is 0.340. (3) The reactants are [F:1][C:2]1[C:3]([C:22](OC)=[O:23])=[CH:4][N:5]([S:13]([C:16]2[CH:17]=[N:18][CH:19]=[CH:20][CH:21]=2)(=[O:15])=[O:14])[C:6]=1[C:7]1[CH:12]=[CH:11][CH:10]=[CH:9][CH:8]=1.[H-].C([Al+]CC(C)C)C(C)C.O.C(OCC)(=O)C. The catalyst is O1CCCC1.C1(C)C=CC=CC=1. The product is [F:1][C:2]1[C:3]([CH:22]=[O:23])=[CH:4][N:5]([S:13]([C:16]2[CH:17]=[N:18][CH:19]=[CH:20][CH:21]=2)(=[O:15])=[O:14])[C:6]=1[C:7]1[CH:12]=[CH:11][CH:10]=[CH:9][CH:8]=1. The yield is 0.670. (4) The reactants are [O:1]([CH2:8][C:9]1[CH:17]=[CH:16][CH:15]=[CH:14][C:10]=1[C:11]([OH:13])=O)[C:2]1[CH:7]=[CH:6][CH:5]=[CH:4][CH:3]=1.FC(F)(F)C(OC(=O)C(F)(F)F)=O.B(F)(F)F.CCOCC. The catalyst is C(Cl)Cl. The product is [CH:4]1[C:3]2[C:11](=[O:13])[C:10]3[CH:14]=[CH:15][CH:16]=[CH:17][C:9]=3[CH2:8][O:1][C:2]=2[CH:7]=[CH:6][CH:5]=1. The yield is 0.980. (5) The reactants are [Cl:1][C:2]1[C:3]([N:9]=[C:10]=S)=[N:4][CH:5]=[C:6]([Cl:8])[CH:7]=1.CCN(CC)CC.Cl.Cl.[NH2:21][CH2:22][C@@:23]1([OH:31])[CH:28]2[CH2:29][CH2:30][N:25]([CH2:26][CH2:27]2)[CH2:24]1.C(N=C=NC(C)C)(C)C. The catalyst is CN(C)C=O. The product is [Cl:1][C:2]1[C:3]([NH:9][C:10]2[O:31][C@:23]3([CH2:22][N:21]=2)[CH:28]2[CH2:29][CH2:30][N:25]([CH2:26][CH2:27]2)[CH2:24]3)=[N:4][CH:5]=[C:6]([Cl:8])[CH:7]=1. The yield is 0.440.